Dataset: Acute oral toxicity (LD50) regression data from Zhu et al.. Task: Regression/Classification. Given a drug SMILES string, predict its toxicity properties. Task type varies by dataset: regression for continuous values (e.g., LD50, hERG inhibition percentage) or binary classification for toxic/non-toxic outcomes (e.g., AMES mutagenicity, cardiotoxicity, hepatotoxicity). Dataset: ld50_zhu. (1) The compound is CCOP(=S)(OCC)OCCS(=O)(=O)CC. The rat oral LD50 is 3.51, given as -log10 of the dose in mol/kg body weight (higher means more acutely toxic). (2) The compound is COc1ccc2c(c1)OC(C)(C)C(c1ccccc1)=C2c1ccc(OCCO)cc1. The rat oral LD50 is 2.91, given as -log10 of the dose in mol/kg body weight (higher means more acutely toxic). (3) The drug is CC(C)(O)CCc1ccccc1. The rat oral LD50 is 1.87, given as -log10 of the dose in mol/kg body weight (higher means more acutely toxic). (4) The compound is O=S(=O)(c1ccc(O)cc1)c1ccc(O)cc1. The rat oral LD50 is 1.74, given as -log10 of the dose in mol/kg body weight (higher means more acutely toxic). (5) The molecule is CN1CCN(N=O)CC1. The rat oral LD50 is 3.11, given as -log10 of the dose in mol/kg body weight (higher means more acutely toxic). (6) The rat oral LD50 is 1.87, given as -log10 of the dose in mol/kg body weight (higher means more acutely toxic). The compound is c1ccc(Cc2ccccc2)cc1.